Dataset: Full USPTO retrosynthesis dataset with 1.9M reactions from patents (1976-2016). Task: Predict the reactants needed to synthesize the given product. (1) The reactants are: [I:1][C:2]1[CH:8]=[CH:7][CH:6]=[CH:5][C:3]=1[NH2:4].[CH3:9][N:10]1[CH2:15][CH2:14][C:13](=O)[CH2:12][CH2:11]1.C(O[BH-](OC(=O)C)OC(=O)C)(=O)C.[Na+].C(O)(=O)C. Given the product [I:1][C:2]1[CH:8]=[CH:7][CH:6]=[CH:5][C:3]=1[NH:4][CH:13]1[CH2:14][CH2:15][N:10]([CH3:9])[CH2:11][CH2:12]1, predict the reactants needed to synthesize it. (2) The reactants are: [CH:1]1([CH2:7][N:8]2[C:12]3[CH:13]=[CH:14][C:15]([NH:17][S:18]([C:21]4[CH:26]=[CH:25][CH:24]=[CH:23][CH:22]=4)(=[O:20])=[O:19])=[CH:16][C:11]=3[N:10]=[C:9]2[CH:27]([CH2:30][CH3:31])[CH2:28][CH3:29])[CH2:6][CH2:5][CH2:4][CH2:3][CH2:2]1.[H-].[Na+].IC.[C:36](O)(C(F)(F)F)=O. Given the product [CH:1]1([CH2:7][N:8]2[C:12]3[CH:13]=[CH:14][C:15]([N:17]([CH3:36])[S:18]([C:21]4[CH:26]=[CH:25][CH:24]=[CH:23][CH:22]=4)(=[O:20])=[O:19])=[CH:16][C:11]=3[N:10]=[C:9]2[CH:27]([CH2:30][CH3:31])[CH2:28][CH3:29])[CH2:2][CH2:3][CH2:4][CH2:5][CH2:6]1, predict the reactants needed to synthesize it.